This data is from Catalyst prediction with 721,799 reactions and 888 catalyst types from USPTO. The task is: Predict which catalyst facilitates the given reaction. (1) Reactant: [CH3:1][O:2][C:3]1[C:8]([C:9](N(OC)C)=[O:10])=[CH:7][N:6]=[C:5]([O:15][CH3:16])[CH:4]=1.[CH2:17]([Mg]Br)[CH3:18]. Product: [CH3:1][O:2][C:3]1[CH:4]=[C:5]([O:15][CH3:16])[N:6]=[CH:7][C:8]=1[C:9](=[O:10])[CH2:17][CH3:18]. The catalyst class is: 1. (2) Reactant: O1CCCC1.[C:6]([C:10]1[CH:16]=[CH:15][C:13]([NH2:14])=[CH:12][CH:11]=1)([CH3:9])([CH3:8])[CH3:7].C(N(CC)CC)C.[CH2:24]([O:26][C:27](=[O:31])[C:28](Cl)=[O:29])[CH3:25]. Product: [CH2:24]([O:26][C:27](=[O:31])[C:28]([NH:14][C:13]1[CH:12]=[CH:11][C:10]([C:6]([CH3:9])([CH3:7])[CH3:8])=[CH:16][CH:15]=1)=[O:29])[CH3:25]. The catalyst class is: 84. (3) Reactant: Cl[C:2]1[CH:7]=[C:6]([NH:8][NH2:9])[N:5]=[CH:4][N:3]=1.Cl.[F:11][C:12]1([F:17])[CH2:16][CH2:15][NH:14][CH2:13]1.C(N(C(C)C)C(C)C)C.FC(F)(F)C(O)=O.CN(C)[CH:36]=[C:37]([N:43]1[CH:47]=[C:46]([C:48]#[N:49])[N:45]=[N:44]1)[C:38](OCC)=[O:39]. Product: [F:11][C:12]1([F:17])[CH2:16][CH2:15][N:14]([C:2]2[N:3]=[CH:4][N:5]=[C:6]([N:8]3[C:38](=[O:39])[C:37]([N:43]4[CH:47]=[C:46]([C:48]#[N:49])[N:45]=[N:44]4)=[CH:36][NH:9]3)[CH:7]=2)[CH2:13]1. The catalyst class is: 6. (4) Reactant: [CH:1]([C:4]1[CH:9]=[CH:8][C:7]([C:10]2[N:14]([CH2:15][CH2:16][O:17][CH3:18])[C:13]3[C:19]([O:26][CH3:27])=[CH:20][C:21]([C:23](=[O:25])[CH3:24])=[CH:22][C:12]=3[N:11]=2)=[CH:6][CH:5]=1)([CH3:3])[CH3:2].[C:28]1([Mg]Br)[CH:33]=[CH:32][CH:31]=[CH:30][CH:29]=1. Product: [CH:1]([C:4]1[CH:9]=[CH:8][C:7]([C:10]2[N:14]([CH2:15][CH2:16][O:17][CH3:18])[C:13]3[C:19]([O:26][CH3:27])=[CH:20][C:21]([C:23]([C:28]4[CH:33]=[CH:32][CH:31]=[CH:30][CH:29]=4)([OH:25])[CH3:24])=[CH:22][C:12]=3[N:11]=2)=[CH:6][CH:5]=1)([CH3:3])[CH3:2]. The catalyst class is: 1. (5) Reactant: Cl.Cl.Cl.[CH3:4][N:5]1[CH2:10][CH2:9][N:8]([C:11]2[CH:16]=[CH:15][C:14]([CH:17]3[CH2:22][CH2:21][CH2:20][NH:19][CH2:18]3)=[CH:13][CH:12]=2)[CH2:7][CH2:6]1.C(N(CC)CC)C.Cl[C:31]1[N:36]([CH3:37])[C:35](=[O:38])[CH:34]=[C:33]([C:39]2[CH:44]=[CH:43][N:42]=[CH:41][CH:40]=2)[N:32]=1. Product: [CH3:37][N:36]1[C:35](=[O:38])[CH:34]=[C:33]([C:39]2[CH:44]=[CH:43][N:42]=[CH:41][CH:40]=2)[N:32]=[C:31]1[N:19]1[CH2:20][CH2:21][CH2:22][CH:17]([C:14]2[CH:13]=[CH:12][C:11]([N:8]3[CH2:9][CH2:10][N:5]([CH3:4])[CH2:6][CH2:7]3)=[CH:16][CH:15]=2)[CH2:18]1. The catalyst class is: 7.